Predict the reaction yield, written as a fraction of the theoretical maximum amount of product (1.0 means a 100% yield; for example, 0.34 means a 34% yield). From a dataset of Reaction yield outcomes from USPTO patents with 853,638 reactions. (1) The reactants are CCN(CC)CC.Br[C:9]1[CH:10]=[CH:11][C:12]2[O:16][C:15]([N:17]3[CH:23]4[CH2:24][CH2:25][N:20]([CH2:21][CH2:22]4)[CH2:19][CH2:18]3)=[N:14][C:13]=2[CH:26]=1.[C:27]1([CH3:36])[CH:32]=[CH:31][CH:30]=[C:29](B(O)O)[CH:28]=1.[F-].[Cs+]. The catalyst is COCCOC.C([O-])(=O)C.[Pd+2].C([O-])(=O)C.CN(C1C=CC=CC=1C1C=CC=CC=1P(C1CCCCC1)C1CCCCC1)C. The product is [C:27]1([CH3:36])[CH:32]=[CH:31][CH:30]=[C:29]([C:9]2[CH:10]=[CH:11][C:12]3[O:16][C:15]([N:17]4[CH:23]5[CH2:24][CH2:25][N:20]([CH2:21][CH2:22]5)[CH2:19][CH2:18]4)=[N:14][C:13]=3[CH:26]=2)[CH:28]=1. The yield is 0.750. (2) The reactants are [CH:1]1([CH2:4][O:5][C:6]2[CH:11]=[CH:10][C:9]([C:12]3[CH:13]=[C:14]([NH2:17])[NH:15][N:16]=3)=[CH:8][CH:7]=2)[CH2:3][CH2:2]1.[N:18]1([CH2:24][CH2:25][CH2:26][C:27](O)=[O:28])[CH2:23][CH2:22][CH2:21][CH2:20][CH2:19]1.C([O-])=O. No catalyst specified. The product is [CH:1]1([CH2:4][O:5][C:6]2[CH:7]=[CH:8][C:9]([C:12]3[CH:13]=[C:14]([NH:17][C:27](=[O:28])[CH2:26][CH2:25][CH2:24][N:18]4[CH2:23][CH2:22][CH2:21][CH2:20][CH2:19]4)[NH:15][N:16]=3)=[CH:10][CH:11]=2)[CH2:2][CH2:3]1. The yield is 0.280. (3) The reactants are C([O:3][C:4]([CH2:6][C:7]1[C:8](=[O:20])[CH2:9][C@@H:10]([O:12][Si:13]([CH2:18][CH3:19])([CH2:16][CH3:17])[CH2:14][CH3:15])[CH:11]=1)=[O:5])C.[OH-].[Na+]. The catalyst is P([O-])([O-])([O-])=O. The product is [OH:5][C:4]([CH2:6][C:7]1[C:8](=[O:20])[CH2:9][C@@H:10]([O:12][Si:13]([CH2:16][CH3:17])([CH2:18][CH3:19])[CH2:14][CH3:15])[CH:11]=1)=[O:3]. The yield is 0.650. (4) The reactants are [CH3:1][C:2]1[N:3]=[C:4]([N:12]2[CH2:16][CH2:15][N:14]([C:17]3[CH:22]=[CH:21][CH:20]=[CH:19][CH:18]=3)[C:13]2=[O:23])[S:5][C:6]=1[C:7]([O:9]CC)=[O:8].O.[OH-].[Li+]. The catalyst is O1CCCC1.CO.O. The product is [CH3:1][C:2]1[N:3]=[C:4]([N:12]2[CH2:16][CH2:15][N:14]([C:17]3[CH:18]=[CH:19][CH:20]=[CH:21][CH:22]=3)[C:13]2=[O:23])[S:5][C:6]=1[C:7]([OH:9])=[O:8]. The yield is 0.930. (5) The reactants are [Cl:1][C:2]1[CH:3]=[CH:4][CH:5]=[C:6]2[C:11]=1[N:10]=[C:9]([CH2:12]Cl)[N:8]([C:14]1[CH:19]=[CH:18][CH:17]=[CH:16][C:15]=1[Cl:20])[C:7]2=[O:21].[N:22]1[C:30]([NH2:31])=[C:29]2[C:25]([N:26]=[CH:27][NH:28]2)=[N:24][CH:23]=1.C([O-])([O-])=O.[K+].[K+]. The catalyst is CN(C=O)C. The product is [NH2:31][C:30]1[N:22]=[CH:23][N:24]=[C:25]2[C:29]=1[N:28]=[CH:27][N:26]2[CH2:12][C:9]1[N:8]([C:14]2[CH:19]=[CH:18][CH:17]=[CH:16][C:15]=2[Cl:20])[C:7](=[O:21])[C:6]2[C:11](=[C:2]([Cl:1])[CH:3]=[CH:4][CH:5]=2)[N:10]=1. The yield is 0.390. (6) The reactants are [NH2:1][C:2]1[N:7]=[CH:6][N:5]=[C:4]2[N:8]([CH:20]([C:22]3[O:23][C:24]4[C:29]([C:30](=[O:39])[C:31]=3[C:32]3[CH:37]=[CH:36][CH:35]=[C:34]([F:38])[CH:33]=3)=[CH:28][CH:27]=[CH:26][CH:25]=4)[CH3:21])[N:9]=[C:10]([C:11]3[CH:16]=[CH:15][C:14]([F:17])=[CH:13][C:12]=3[O:18]C)[C:3]=12. The catalyst is ClCCl.B(Br)(Br)Br. The product is [NH2:1][C:2]1[N:7]=[CH:6][N:5]=[C:4]2[N:8]([CH:20]([C:22]3[O:23][C:24]4[C:29]([C:30](=[O:39])[C:31]=3[C:32]3[CH:37]=[CH:36][CH:35]=[C:34]([F:38])[CH:33]=3)=[CH:28][CH:27]=[CH:26][CH:25]=4)[CH3:21])[N:9]=[C:10]([C:11]3[CH:16]=[CH:15][C:14]([F:17])=[CH:13][C:12]=3[OH:18])[C:3]=12. The yield is 0.350.